Dataset: Reaction yield outcomes from USPTO patents with 853,638 reactions. Task: Predict the reaction yield, written as a fraction of the theoretical maximum amount of product (1.0 means a 100% yield; for example, 0.34 means a 34% yield). The product is [Cl:19][C:20]1[C:25]([NH:26][C:27](=[O:30])[CH2:28][S:7][C:4]2[N:3]([C:8]3[C:17]4[CH2:16][CH2:15][CH2:14][CH2:13][C:12]=4[C:11]([CH3:18])=[CH:10][CH:9]=3)[C:2]([CH3:1])=[N:6][N:5]=2)=[CH:24][CH:23]=[CH:22][N:21]=1. The yield is 0.400. The catalyst is CN(C)C=O. The reactants are [CH3:1][C:2]1[N:3]([C:8]2[C:17]3[CH2:16][CH2:15][CH2:14][CH2:13][C:12]=3[C:11]([CH3:18])=[CH:10][CH:9]=2)[C:4]([SH:7])=[N:5][N:6]=1.[Cl:19][C:20]1[C:25]([NH:26][C:27](=[O:30])[CH2:28]Cl)=[CH:24][CH:23]=[CH:22][N:21]=1.C(=O)([O-])[O-].[K+].[K+].O.